Dataset: Catalyst prediction with 721,799 reactions and 888 catalyst types from USPTO. Task: Predict which catalyst facilitates the given reaction. (1) The catalyst class is: 36. Reactant: C([O:4][CH2:5][CH2:6][CH2:7][C:8]1[CH:9]=[C:10]2[C:14](=[CH:15][CH:16]=1)[NH:13][CH:12]=[C:11]2[C:17](=[O:35])[CH:18]([C:28]1[CH:33]=[CH:32][C:31]([F:34])=[CH:30][CH:29]=1)[NH:19][C:20]1[CH:21]=[N:22][CH:23]=[C:24]([O:26][CH3:27])[CH:25]=1)(=O)C.C(=O)([O-])[O-].[K+].[K+]. Product: [F:34][C:31]1[CH:32]=[CH:33][C:28]([CH:18]([NH:19][C:20]2[CH:21]=[N:22][CH:23]=[C:24]([O:26][CH3:27])[CH:25]=2)[C:17]([C:11]2[C:10]3[C:14](=[CH:15][CH:16]=[C:8]([CH2:7][CH2:6][CH2:5][OH:4])[CH:9]=3)[NH:13][CH:12]=2)=[O:35])=[CH:29][CH:30]=1. (2) Reactant: [N:1]1[C:10]2[CH:9]([NH:11][CH2:12][CH2:13][CH2:14][CH2:15][N:16]3[C:24](=[O:25])[C:23]4[C:18](=[CH:19][CH:20]=[CH:21][CH:22]=4)[C:17]3=[O:26])[CH2:8][CH2:7][CH2:6][C:5]=2[CH:4]=[CH:3][CH:2]=1.Br[CH2:28][C:29]1[N:34]=[C:33]([N:35]2[C:43](=[O:44])[C:42]3[C:37](=[CH:38][CH:39]=[CH:40][CH:41]=3)[C:36]2=[O:45])[CH:32]=[CH:31][CH:30]=1.CCN(C(C)C)C(C)C. Product: [O:45]=[C:36]1[C:37]2[C:42](=[CH:41][CH:40]=[CH:39][CH:38]=2)[C:43](=[O:44])[N:35]1[C:33]1[N:34]=[C:29]([CH2:28][N:11]([CH:9]2[C:10]3[N:1]=[CH:2][CH:3]=[CH:4][C:5]=3[CH2:6][CH2:7][CH2:8]2)[CH2:12][CH2:13][CH2:14][CH2:15][N:16]2[C:24](=[O:25])[C:23]3[C:18](=[CH:19][CH:20]=[CH:21][CH:22]=3)[C:17]2=[O:26])[CH:30]=[CH:31][CH:32]=1. The catalyst class is: 23. (3) Reactant: Cl.[CH3:2][C:3]1[C:7]([CH2:8][N:9]2[CH:13]=[C:12]([NH2:14])[CH:11]=[N:10]2)=[C:6]([CH3:15])[O:5][N:4]=1.[C:16]1([C@H:22]([CH3:26])[C:23](O)=[O:24])[CH:21]=[CH:20][CH:19]=[CH:18][CH:17]=1.C1CN([P+](ON2N=NC3C=CC=CC2=3)(N2CCCC2)N2CCCC2)CC1.F[P-](F)(F)(F)(F)F.C(N(CC)CC)C. Product: [CH3:2][C:3]1[C:7]([CH2:8][N:9]2[CH:13]=[C:12]([NH:14][C:23](=[O:24])[C@H:22]([C:16]3[CH:21]=[CH:20][CH:19]=[CH:18][CH:17]=3)[CH3:26])[CH:11]=[N:10]2)=[C:6]([CH3:15])[O:5][N:4]=1. The catalyst class is: 399. (4) Reactant: [CH2:1]([CH:3]([N:6]1[C:10]2[N:11]=[C:12]([NH:15][C:16]3[CH:21]=[CH:20][C:19]([N:22]4[CH2:27][CH2:26][N:25](C(=O)C)[CH2:24][CH2:23]4)=[CH:18][CH:17]=3)[N:13]=[CH:14][C:9]=2[CH:8]=[C:7]1[CH:31]([OH:33])[CH3:32])[CH2:4][CH3:5])[CH3:2].Cl.[CH3:35]O. Product: [CH2:4]([CH:3]([N:6]1[C:10]2[N:11]=[C:12]([NH:15][C:16]3[CH:17]=[CH:18][C:19]([N:22]4[CH2:23][CH2:24][NH:25][CH2:26][CH2:27]4)=[CH:20][CH:21]=3)[N:13]=[CH:14][C:9]=2[CH:8]=[C:7]1[CH:31]([O:33][CH3:35])[CH3:32])[CH2:1][CH3:2])[CH3:5]. The catalyst class is: 12. (5) Reactant: CS[C:3]([C:5]1[CH:6]=[N:7][CH:8]=[CH:9][CH:10]=1)=[S:4].[NH2:11][CH2:12][C:13]([NH:15][CH:16]1[CH2:18][CH2:17]1)=[O:14].C(N(CC)CC)C. Product: [CH:16]1([NH:15][C:13](=[O:14])[CH2:12][NH:11][C:3]([C:5]2[CH:6]=[N:7][CH:8]=[CH:9][CH:10]=2)=[S:4])[CH2:18][CH2:17]1. The catalyst class is: 125. (6) Reactant: O.[OH-].[Li+].[S:4]1[CH:8]=[CH:7][N:6]2[CH:9]=[C:10]([C:12]3[CH:40]=[CH:39][CH:38]=[CH:37][C:13]=3[C:14]([NH:16][C:17]3[CH:26]=[CH:25][C:24]4[C:19](=[CH:20][CH:21]=[C:22]([C:27]([O:29]CC5C=CC=CC=5)=[O:28])[CH:23]=4)[N:18]=3)=[O:15])[N:11]=[C:5]12. Product: [S:4]1[CH:8]=[CH:7][N:6]2[CH:9]=[C:10]([C:12]3[CH:40]=[CH:39][CH:38]=[CH:37][C:13]=3[C:14]([NH:16][C:17]3[CH:26]=[CH:25][C:24]4[C:19](=[CH:20][CH:21]=[C:22]([C:27]([OH:29])=[O:28])[CH:23]=4)[N:18]=3)=[O:15])[N:11]=[C:5]12. The catalyst class is: 20.